From a dataset of Full USPTO retrosynthesis dataset with 1.9M reactions from patents (1976-2016). Predict the reactants needed to synthesize the given product. (1) Given the product [N:1]1[C:10]2[C:5](=[CH:6][CH:7]=[CH:8][CH:9]=2)[CH:4]=[CH:3][CH:2]=1, predict the reactants needed to synthesize it. The reactants are: [N+:1]1([O-])[C:10]2[C:5](=[CH:6][CH:7]=[CH:8][CH:9]=2)[CH:4]=[CH:3][CH:2]=1.ClC(OCC(C)C)=O.C([Mg]Br)=C.O. (2) Given the product [CH3:13][O:12][C:9]1[C:8]([C:14]2[CH:19]=[CH:18][C:17]([C:20]([F:23])([F:21])[F:22])=[CH:16][C:15]=2[CH2:24][S:25][C:26]2[CH:27]=[CH:28][CH:29]=[CH:30][CH:31]=2)=[CH:7][C:6]([CH2:5][C:4]([OH:32])=[O:3])=[CH:11][CH:10]=1, predict the reactants needed to synthesize it. The reactants are: C([O:3][C:4](=[O:32])[CH2:5][C:6]1[CH:7]=[C:8]([C:14]2[CH:19]=[CH:18][C:17]([C:20]([F:23])([F:22])[F:21])=[CH:16][C:15]=2[CH2:24][S:25][C:26]2[CH:31]=[CH:30][CH:29]=[CH:28][CH:27]=2)[C:9]([O:12][CH3:13])=[CH:10][CH:11]=1)C.[OH-].[Li+]. (3) Given the product [C:1]([NH:5][C:6]1[N:14]=[CH:13][C:12]([C:15]([F:18])([F:17])[F:16])=[CH:11][C:7]=1[C:8]([NH:54][C:50]([CH3:51])([C:52]#[CH:53])[CH3:49])=[O:10])([CH3:2])([CH3:3])[CH3:4], predict the reactants needed to synthesize it. The reactants are: [C:1]([NH:5][C:6]1[N:14]=[CH:13][C:12]([C:15]([F:18])([F:17])[F:16])=[CH:11][C:7]=1[C:8]([OH:10])=O)([CH3:4])([CH3:3])[CH3:2].CCN=C=NCCCN(C)C.C1C=CC2N(O)N=NC=2C=1.CCN(C(C)C)C(C)C.[CH3:49][C:50]([NH2:54])([C:52]#[CH:53])[CH3:51]. (4) Given the product [NH2:26][CH2:25][CH2:24][CH2:23][C:22]#[C:21][C:12]1[C:13]([NH:15][CH2:16][CH2:17][CH2:18][O:19][CH3:20])=[N:14][C:9]([NH:8][C:4]2[CH:5]=[CH:6][CH:7]=[C:2]([F:1])[CH:3]=2)=[N:10][CH:11]=1, predict the reactants needed to synthesize it. The reactants are: [F:1][C:2]1[CH:3]=[C:4]([NH:8][C:9]2[N:14]=[C:13]([NH:15][CH2:16][CH2:17][CH2:18][O:19][CH3:20])[C:12]([C:21]#[C:22][CH2:23][CH2:24][CH2:25][N:26]3C(=O)C4C(=CC=CC=4)C3=O)=[CH:11][N:10]=2)[CH:5]=[CH:6][CH:7]=1.C(OCC)(=O)C.